Dataset: Forward reaction prediction with 1.9M reactions from USPTO patents (1976-2016). Task: Predict the product of the given reaction. Given the reactants [NH2:1][C:2]1[CH:7]=[CH:6][C:5]([CH2:8][C:9]([O:11][CH3:12])=[O:10])=[CH:4][CH:3]=1.[CH3:13][C:14]1[N:22]=[CH:21][CH:20]=[CH:19][C:15]=1[C:16](O)=[O:17], predict the reaction product. The product is: [CH3:13][C:14]1[N:22]=[CH:21][CH:20]=[CH:19][C:15]=1[C:16]([NH:1][C:2]1[CH:3]=[CH:4][C:5]([CH2:8][C:9]([O:11][CH3:12])=[O:10])=[CH:6][CH:7]=1)=[O:17].